Dataset: Peptide-MHC class I binding affinity with 185,985 pairs from IEDB/IMGT. Task: Regression. Given a peptide amino acid sequence and an MHC pseudo amino acid sequence, predict their binding affinity value. This is MHC class I binding data. (1) The peptide sequence is KFLFTDLRF. The MHC is H-2-Kd with pseudo-sequence H-2-Kd. The binding affinity (normalized) is 0.262. (2) The peptide sequence is RRHRILDIY. The MHC is Mamu-B17 with pseudo-sequence Mamu-B17. The binding affinity (normalized) is 0.383.